Regression/Classification. Given a drug SMILES string, predict its absorption, distribution, metabolism, or excretion properties. Task type varies by dataset: regression for continuous measurements (e.g., permeability, clearance, half-life) or binary classification for categorical outcomes (e.g., BBB penetration, CYP inhibition). Dataset: hlm. From a dataset of Human liver microsome stability data. (1) The compound is NC(=O)c1cccc([C@H]2C[C@H]3CC[C@@H](C2)N3CCN(CC2CCCCC2)C(=O)CO)c1. The result is 0 (unstable in human liver microsomes). (2) The molecule is COC(=O)CN(C)C(=O)[C@H](CCc1ccccc1)NC(=O)c1cc(-c2c(OC)cccc2OC)n(CC(C)C)n1. The result is 1 (stable in human liver microsomes). (3) The compound is Cc1c2c(n3c1CCCN1CCNC[C@H]1CNc1cc-3ccc1C(N)=O)CC(C)(C)CC2=O. The result is 0 (unstable in human liver microsomes). (4) The compound is C=CC(=O)NCc1coc(-c2c(N)ncnc2Nc2ccc(Oc3cccc(F)c3)c(Cl)c2)n1. The result is 0 (unstable in human liver microsomes). (5) The drug is Cc1c(F)c(-c2cccc3cc[nH]c23)cc2c1NC(C)(C)[C@H](O)[C@H]2C. The result is 1 (stable in human liver microsomes). (6) The drug is Cc1cc(-c2cccc3cc[nH]c23)c(C#N)c2c1NC(C)(C)[C@H](O)[C@H]2C. The result is 1 (stable in human liver microsomes). (7) The molecule is COc1ccc2[nH]c(C(=O)N3CC(=O)N(Cc4cccc(C5(F)COC5)c4)[C@@H](Cc4ccccc4)C3)cc2c1. The result is 1 (stable in human liver microsomes).